Dataset: Forward reaction prediction with 1.9M reactions from USPTO patents (1976-2016). Task: Predict the product of the given reaction. (1) Given the reactants [CH2:1]([O:8][CH2:9][CH:10]1[CH2:14][O:13]C(C)(C)[O:11]1)[C:2]1[CH:7]=[CH:6][CH:5]=[CH:4][CH:3]=1.P(=O)(O)(O)O.[OH-].[Na+].C([O-])([O-])=O.[OH-].[OH-].[OH-].[OH-].[OH-].[OH-].[OH-].[Mg+2].[Al+3], predict the reaction product. The product is: [CH2:1]([O:8][CH2:9][CH:10]([OH:11])[CH2:14][OH:13])[C:2]1[CH:7]=[CH:6][CH:5]=[CH:4][CH:3]=1. (2) Given the reactants C[O:2][C:3]1[C:12]2[C:7](=[CH:8][CH:9]=[CH:10][CH:11]=2)[C:6]([O:13][CH3:14])=[C:5]([CH3:15])[C:4]=1[C:16]([C:18]1[CH:23]=[CH:22][CH:21]=[CH:20][C:19]=1[F:24])=[O:17], predict the reaction product. The product is: [F:24][C:19]1[CH:20]=[CH:21][CH:22]=[CH:23][C:18]=1[C:16]([C:4]1[C:5]([CH3:15])=[C:6]([O:13][CH3:14])[C:7]2[C:12](=[CH:11][CH:10]=[CH:9][CH:8]=2)[C:3]=1[OH:2])=[O:17].